From a dataset of Catalyst prediction with 721,799 reactions and 888 catalyst types from USPTO. Predict which catalyst facilitates the given reaction. (1) Reactant: [C:1]([O:5][C:6]([NH:8][C:9]1([C:14]([OH:16])=O)[CH2:13][CH:12]=[CH:11][CH2:10]1)=[O:7])([CH3:4])([CH3:3])[CH3:2].[C:17]([NH:21][S:22]([C:25]1[C:26]([C:31]2[CH:36]=[CH:35][C:34]([NH2:37])=[C:33]([F:38])[CH:32]=2)=[CH:27][CH:28]=[CH:29][CH:30]=1)(=[O:24])=[O:23])([CH3:20])([CH3:19])[CH3:18].CCOC1N(C(OCC)=O)C2C(=CC=CC=2)C=C1.C(N(CC)CC)C. Product: [C:1]([O:5][C:6](=[O:7])[NH:8][C:9]1([C:14](=[O:16])[NH:37][C:34]2[CH:35]=[CH:36][C:31]([C:26]3[CH:27]=[CH:28][CH:29]=[CH:30][C:25]=3[S:22](=[O:24])(=[O:23])[NH:21][C:17]([CH3:18])([CH3:19])[CH3:20])=[CH:32][C:33]=2[F:38])[CH2:10][CH:11]=[CH:12][CH2:13]1)([CH3:2])([CH3:3])[CH3:4]. The catalyst class is: 22. (2) Reactant: CN(C(ON1N=NC2C=CC=CC1=2)=[N+](C)C)C.F[P-](F)(F)(F)(F)F.[N:25]([C@@H:28]([CH2:46][C@H:47]([CH2:51][C:52]1[CH:57]=[CH:56][C:55]([O:58][CH3:59])=[C:54]([O:60][CH2:61][CH2:62][CH2:63][O:64][CH3:65])[CH:53]=1)[CH:48]([CH3:50])[CH3:49])[C@@H:29]([O:38][Si:39]([C:42]([CH3:45])([CH3:44])[CH3:43])([CH3:41])[CH3:40])[CH2:30][C@@H:31]([CH:35]([CH3:37])[CH3:36])[C:32](O)=[O:33])=[N+:26]=[N-:27].[NH2:66][CH2:67][CH2:68][N:69]1[CH2:74][CH2:73][CH2:72][CH2:71][CH2:70]1.CCN(CC)CC. Product: [N:69]1([CH2:68][CH2:67][NH:66][C:32](=[O:33])[C@H:31]([CH:35]([CH3:37])[CH3:36])[CH2:30][C@H:29]([O:38][Si:39]([C:42]([CH3:45])([CH3:43])[CH3:44])([CH3:40])[CH3:41])[C@@H:28]([N:25]=[N+:26]=[N-:27])[CH2:46][C@H:47]([CH2:51][C:52]2[CH:57]=[CH:56][C:55]([O:58][CH3:59])=[C:54]([O:60][CH2:61][CH2:62][CH2:63][O:64][CH3:65])[CH:53]=2)[CH:48]([CH3:49])[CH3:50])[CH2:74][CH2:73][CH2:72][CH2:71][CH2:70]1. The catalyst class is: 210.